Task: Predict the product of the given reaction.. Dataset: Forward reaction prediction with 1.9M reactions from USPTO patents (1976-2016) (1) Given the reactants [CH3:1][C:2]1[S:3][C:4]([C:10]2[CH:15]=[CH:14][CH:13]=[CH:12][CH:11]=2)=[C:5]([C:7]([OH:9])=O)[N:6]=1.C(Cl)(=O)C(Cl)=O.CN(C=O)C.[CH3:27][C:28]1[N:32]2[CH:33]=[CH:34][CH:35]=[CH:36][C:31]2=[N:30][C:29]=1[CH2:37][C@@H:38]1[CH2:43][CH2:42][CH2:41][CH2:40][NH:39]1, predict the reaction product. The product is: [CH3:27][C:28]1[N:32]2[CH:33]=[CH:34][CH:35]=[CH:36][C:31]2=[N:30][C:29]=1[CH2:37][C@@H:38]1[CH2:43][CH2:42][CH2:41][CH2:40][N:39]1[C:7]([C:5]1[N:6]=[C:2]([CH3:1])[S:3][C:4]=1[C:10]1[CH:15]=[CH:14][CH:13]=[CH:12][CH:11]=1)=[O:9]. (2) Given the reactants [Cl:1][C:2]1[CH:3]=[C:4]([C:9]2([CH2:32][OH:33])[CH2:14][CH2:13][CH2:12][N:11]3[C:15]([C:18]4[CH:23]=[CH:22][C:21]([C:24]5[O:28][C:27]([CH3:29])=[N:26][CH:25]=5)=[C:20]([O:30][CH3:31])[CH:19]=4)=[N:16][N:17]=[C:10]23)[CH:5]=[CH:6][C:7]=1[Cl:8].[CH3:34][C:35]1[CH:40]=[CH:39][C:38]([S:41](Cl)(=[O:43])=[O:42])=[CH:37][CH:36]=1.O, predict the reaction product. The product is: [CH3:34][C:35]1[CH:40]=[CH:39][C:38]([S:41]([O:33][CH2:32][C:9]2([C:4]3[CH:5]=[CH:6][C:7]([Cl:8])=[C:2]([Cl:1])[CH:3]=3)[CH2:14][CH2:13][CH2:12][N:11]3[C:15]([C:18]4[CH:23]=[CH:22][C:21]([C:24]5[O:28][C:27]([CH3:29])=[N:26][CH:25]=5)=[C:20]([O:30][CH3:31])[CH:19]=4)=[N:16][N:17]=[C:10]23)(=[O:43])=[O:42])=[CH:37][CH:36]=1.